From a dataset of Reaction yield outcomes from USPTO patents with 853,638 reactions. Predict the reaction yield, written as a fraction of the theoretical maximum amount of product (1.0 means a 100% yield; for example, 0.34 means a 34% yield). The reactants are I[C:2]1[CH:7]=[CH:6][CH:5]=[C:4]([N+:8]([O-:10])=[O:9])[CH:3]=1.[CH3:11][PH:12](=[O:14])[CH3:13].CC1(C)C2C(=C(P(C3C=CC=CC=3)C3C=CC=CC=3)C=CC=2)OC2C(P(C3C=CC=CC=3)C3C=CC=CC=3)=CC=CC1=2.C(=O)([O-])[O-].[Cs+].[Cs+]. The catalyst is O1CCOCC1.C1C=CC(/C=C/C(/C=C/C2C=CC=CC=2)=O)=CC=1.C1C=CC(/C=C/C(/C=C/C2C=CC=CC=2)=O)=CC=1.C1C=CC(/C=C/C(/C=C/C2C=CC=CC=2)=O)=CC=1.[Pd].[Pd]. The product is [CH3:11][P:12]([C:2]1[CH:7]=[CH:6][CH:5]=[C:4]([N+:8]([O-:10])=[O:9])[CH:3]=1)([CH3:13])=[O:14]. The yield is 0.790.